From a dataset of Forward reaction prediction with 1.9M reactions from USPTO patents (1976-2016). Predict the product of the given reaction. (1) Given the reactants [OH-].[Na+].[Cl:3][C:4]1[CH:29]=[CH:28][C:7]([O:8][C:9]2[C:17]3[C:12](=[CH:13][CH:14]=[C:15]([S:18]([CH3:21])(=[O:20])=[O:19])[CH:16]=3)[N:11]([CH2:22][C:23]([O:25]C)=[O:24])[C:10]=2[CH3:27])=[CH:6][CH:5]=1.O, predict the reaction product. The product is: [Cl:3][C:4]1[CH:5]=[CH:6][C:7]([O:8][C:9]2[C:17]3[C:12](=[CH:13][CH:14]=[C:15]([S:18]([CH3:21])(=[O:19])=[O:20])[CH:16]=3)[N:11]([CH2:22][C:23]([OH:25])=[O:24])[C:10]=2[CH3:27])=[CH:28][CH:29]=1. (2) Given the reactants [CH3:1][CH:2]1[CH2:8][C:7]2[CH:9]=[C:10]3[O:15][CH2:14][O:13][C:11]3=[CH:12][C:6]=2[C:5]([C:16]2[CH:21]=[CH:20][C:19]([N+:22]([O-:24])=[O:23])=[CH:18][CH:17]=2)=[N:4][N:3]1[C:25](=S)[CH2:26][C:27](=O)[CH3:28].Cl.[NH2:32][OH:33], predict the reaction product. The product is: [CH3:1][CH:2]1[CH2:8][C:7]2[CH:9]=[C:10]3[O:15][CH2:14][O:13][C:11]3=[CH:12][C:6]=2[C:5]([C:16]2[CH:17]=[CH:18][C:19]([N+:22]([O-:24])=[O:23])=[CH:20][CH:21]=2)=[N:4][N:3]1[C:25]1[O:33][N:32]=[C:27]([CH3:28])[CH:26]=1. (3) Given the reactants [OH:1][CH:2]([C:30]1[O:31][C:32]2[C:33]([N:38]=1)=[N:34][CH:35]=[CH:36][CH:37]=2)[CH:3]([NH:6][C:7](=[O:29])[CH:8]([CH2:18][S:19]([CH2:22][C:23]1[CH:28]=[CH:27][CH:26]=[CH:25][CH:24]=1)(=[O:21])=[O:20])[CH2:9][C:10]([N:12]1[CH2:17][CH2:16][O:15][CH2:14][CH2:13]1)=[O:11])[CH2:4][CH3:5].CC(OI1(OC(C)=O)(OC(C)=O)OC(=O)C2C=CC=CC1=2)=O.[O-]S([O-])(=S)=O.[Na+].[Na+].C([O-])(O)=O.[Na+], predict the reaction product. The product is: [N:12]1([C:10](=[O:11])[CH2:9][CH:8]([CH2:18][S:19]([CH2:22][C:23]2[CH:24]=[CH:25][CH:26]=[CH:27][CH:28]=2)(=[O:20])=[O:21])[C:7]([NH:6][CH:3]([C:2]([C:30]2[O:31][C:32]3[C:33]([N:38]=2)=[N:34][CH:35]=[CH:36][CH:37]=3)=[O:1])[CH2:4][CH3:5])=[O:29])[CH2:17][CH2:16][O:15][CH2:14][CH2:13]1. (4) The product is: [Cl:9][C:10]1[CH:15]=[C:14]([CH2:2][C:20]([O:19][CH2:17][CH3:18])=[O:24])[CH:13]=[CH:12][N:11]=1. Given the reactants [Li+].[CH3:2]C([N-]C(C)C)C.[Cl:9][C:10]1(C)[CH:15]=[CH:14][CH:13]=[CH:12][NH:11]1.[CH2:17]([O:19][C:20](=[O:24])OCC)[CH3:18].[NH4+].[Cl-], predict the reaction product. (5) Given the reactants B(Br)(Br)Br.[Cl:5][C:6]1[N:13]=[CH:12][CH:11]=[C:10]([C:14]2[CH:19]=[CH:18][C:17]([O:20]C)=[CH:16][CH:15]=2)[C:7]=1[C:8]#[N:9], predict the reaction product. The product is: [Cl:5][C:6]1[N:13]=[CH:12][CH:11]=[C:10]([C:14]2[CH:19]=[CH:18][C:17]([OH:20])=[CH:16][CH:15]=2)[C:7]=1[C:8]#[N:9].